From a dataset of Reaction yield outcomes from USPTO patents with 853,638 reactions. Predict the reaction yield, written as a fraction of the theoretical maximum amount of product (1.0 means a 100% yield; for example, 0.34 means a 34% yield). (1) The reactants are [N:1]1[CH:6]=[CH:5][CH:4]=[C:3](/[CH:7]=[CH:8]/[CH2:9][CH:10]([OH:12])[CH3:11])[CH:2]=1.[C:13]1([CH3:23])[CH:18]=[CH:17][C:16]([S:19](Cl)(=[O:21])=[O:20])=[CH:15][CH:14]=1. The catalyst is N1C=CC=CC=1. The product is [C:13]1([CH3:23])[CH:18]=[CH:17][C:16]([S:19]([O:12][CH:10]([CH2:9]/[CH:8]=[CH:7]/[C:3]2[CH:2]=[N:1][CH:6]=[CH:5][CH:4]=2)[CH3:11])(=[O:21])=[O:20])=[CH:15][CH:14]=1. The yield is 0.601. (2) The reactants are [Br:1][C:2]1[CH:3]=[CH:4][C:5]([C:8]([OH:10])=O)=[N:6][CH:7]=1.[F:11][C:12]1[CH:18]=[CH:17][C:15]([NH2:16])=[CH:14][CH:13]=1.F[B-](F)(F)F.N1(OC(N(C)C)=[N+](C)C)C2C=CC=CC=2N=N1.C(N(CC)CC)C. The catalyst is O1CCCC1. The product is [Br:1][C:2]1[CH:3]=[CH:4][C:5]([C:8]([NH:16][C:15]2[CH:17]=[CH:18][C:12]([F:11])=[CH:13][CH:14]=2)=[O:10])=[N:6][CH:7]=1. The yield is 0.670.